This data is from Forward reaction prediction with 1.9M reactions from USPTO patents (1976-2016). The task is: Predict the product of the given reaction. (1) Given the reactants C(=O)(O)[O-].[Na+].[N:6]#[C:7]Br.[Si:9]([O:16][CH2:17][CH2:18][NH:19][C:20]1[CH:25]=[CH:24][C:23]([NH:26][C:27]([C:29]2[NH:33][CH:32]=[N:31][C:30]=2[C:34]([NH:36][C:37]2[CH:42]=[CH:41][C:40]([Cl:43])=[CH:39][N:38]=2)=[O:35])=[O:28])=[CH:22][CH:21]=1)([C:12]([CH3:15])([CH3:14])[CH3:13])([CH3:11])[CH3:10], predict the reaction product. The product is: [Si:9]([O:16][CH2:17][CH2:18][N:19]([C:7]#[N:6])[C:20]1[CH:21]=[CH:22][C:23]([NH:26][C:27]([C:29]2[NH:33][CH:32]=[N:31][C:30]=2[C:34]([NH:36][C:37]2[CH:42]=[CH:41][C:40]([Cl:43])=[CH:39][N:38]=2)=[O:35])=[O:28])=[CH:24][CH:25]=1)([C:12]([CH3:15])([CH3:13])[CH3:14])([CH3:10])[CH3:11]. (2) Given the reactants Br[C:2]1[CH:21]=[CH:20][C:5]([O:6][CH2:7][CH:8]2[CH2:13][CH2:12][N:11]([CH2:14][C:15]3([F:19])[CH2:18][CH2:17][CH2:16]3)[CH2:10][CH2:9]2)=[CH:4][CH:3]=1.[CH3:22][O:23][C:24]([C:26]1[CH:31]=[CH:30][C:29](B(O)O)=[CH:28][CH:27]=1)=[O:25].C([O-])([O-])=O.[Cs+].[Cs+], predict the reaction product. The product is: [F:19][C:15]1([CH2:14][N:11]2[CH2:12][CH2:13][CH:8]([CH2:7][O:6][C:5]3[CH:20]=[CH:21][C:2]([C:29]4[CH:30]=[CH:31][C:26]([C:24]([O:23][CH3:22])=[O:25])=[CH:27][CH:28]=4)=[CH:3][CH:4]=3)[CH2:9][CH2:10]2)[CH2:18][CH2:17][CH2:16]1. (3) Given the reactants [N+:1]([C:4]1[CH:5]=[N:6][CH:7]=[CH:8][C:9]=1[CH:10](C(OCC)=O)[C:11]([O:13][C:14](C)(C)[CH3:15])=[O:12])([O-:3])=[O:2].C(O)(C(F)(F)F)=O, predict the reaction product. The product is: [N+:1]([C:4]1[CH:5]=[N:6][CH:7]=[CH:8][C:9]=1[CH2:10][C:11]([O:13][CH2:14][CH3:15])=[O:12])([O-:3])=[O:2].